This data is from Full USPTO retrosynthesis dataset with 1.9M reactions from patents (1976-2016). The task is: Predict the reactants needed to synthesize the given product. (1) The reactants are: [CH3:1][O:2][C:3](=[O:25])[CH2:4][C:5]1[CH:6]=[C:7]([C:13]2[CH:18]=[C:17]([O:19][CH3:20])[CH:16]=[CH:15][C:14]=2[CH2:21][NH:22][CH2:23][CH3:24])[C:8]([O:11][CH3:12])=[CH:9][CH:10]=1.Cl[C:27]([O:29][CH2:30][C:31]1[CH:36]=[CH:35][C:34]([Cl:37])=[CH:33][CH:32]=1)=[O:28]. Given the product [CH3:1][O:2][C:3](=[O:25])[CH2:4][C:5]1[CH:6]=[C:7]([C:13]2[CH:18]=[C:17]([O:19][CH3:20])[CH:16]=[CH:15][C:14]=2[CH2:21][N:22]([C:27]([O:29][CH2:30][C:31]2[CH:36]=[CH:35][C:34]([Cl:37])=[CH:33][CH:32]=2)=[O:28])[CH2:23][CH3:24])[C:8]([O:11][CH3:12])=[CH:9][CH:10]=1, predict the reactants needed to synthesize it. (2) Given the product [CH3:34][O:33][C:31]([C:30]1[CH:35]=[CH:36][C:27]([CH2:26][CH2:25][C:22]2[CH:23]=[CH:24][C:19]([NH:18][C:16]([C:15]3[C:14]4[CH2:37][CH2:38][CH2:39][CH2:40][C:13]=4[S:12][C:11]=3[NH:10][C:8]([C:7]3[CH:6]=[C:5]([S:2]([N:45]([CH3:44])[CH2:46][C@@H:47]([C@H:49]([C@@H:51]([C@@H:53]([CH2:55][OH:56])[OH:54])[OH:52])[OH:50])[OH:48])(=[O:4])=[O:3])[CH:43]=[CH:42][CH:41]=3)=[O:9])=[O:17])=[CH:20][CH:21]=2)=[CH:28][CH:29]=1)=[O:32], predict the reactants needed to synthesize it. The reactants are: Cl[S:2]([C:5]1[CH:6]=[C:7]([CH:41]=[CH:42][CH:43]=1)[C:8]([NH:10][C:11]1[S:12][C:13]2[CH2:40][CH2:39][CH2:38][CH2:37][C:14]=2[C:15]=1[C:16]([NH:18][C:19]1[CH:24]=[CH:23][C:22]([CH2:25][CH2:26][C:27]2[CH:36]=[CH:35][C:30]([C:31]([O:33][CH3:34])=[O:32])=[CH:29][CH:28]=2)=[CH:21][CH:20]=1)=[O:17])=[O:9])(=[O:4])=[O:3].[CH3:44][NH:45][CH2:46][C@@H:47]([C@H:49]([C@@H:51]([C@@H:53]([CH2:55][OH:56])[OH:54])[OH:52])[OH:50])[OH:48].